Dataset: Reaction yield outcomes from USPTO patents with 853,638 reactions. Task: Predict the reaction yield, written as a fraction of the theoretical maximum amount of product (1.0 means a 100% yield; for example, 0.34 means a 34% yield). (1) The reactants are [Br:1][C:2]1[CH:7]=[CH:6][C:5]([NH:8][C:9]2[C:10]([C:20](=[O:26])[CH2:21][O:22]COC)=[CH:11][C:12]3[N:16]([CH3:17])[CH:15]=[N:14][C:13]=3[C:18]=2[F:19])=[C:4]([Cl:27])[CH:3]=1.Cl.CO.C([O-])(O)=O.[Na+]. The catalyst is CCOC(C)=O.O. The product is [Br:1][C:2]1[CH:7]=[CH:6][C:5]([NH:8][C:9]2[C:10]([C:20](=[O:26])[CH2:21][OH:22])=[CH:11][C:12]3[N:16]([CH3:17])[CH:15]=[N:14][C:13]=3[C:18]=2[F:19])=[C:4]([Cl:27])[CH:3]=1. The yield is 0.540. (2) The reactants are [O:1]1[C:5]2[CH:6]=[CH:7][C:8]([CH2:10][NH:11][CH3:12])=[CH:9][C:4]=2[CH:3]=[CH:2]1.Cl.[O:14]=[C:15]1[NH:24][C:23]2[N:22]=[CH:21][C:20]([CH:25]=[CH:26][C:27]([OH:29])=O)=[CH:19][C:18]=2[CH2:17][CH2:16]1.C1C=CC2N(O)N=NC=2C=1.CCN(C(C)C)C(C)C.CCN=C=NCCCN(C)C.Cl. The catalyst is CN(C=O)C.O. The product is [O:1]1[C:5]2[CH:6]=[CH:7][C:8]([CH2:10][N:11]([CH3:12])[C:27](=[O:29])/[CH:26]=[CH:25]/[C:20]3[CH:21]=[N:22][C:23]4[NH:24][C:15](=[O:14])[CH2:16][CH2:17][C:18]=4[CH:19]=3)=[CH:9][C:4]=2[CH:3]=[CH:2]1. The yield is 0.570. (3) The reactants are [C:1]1([C:7]#[C:8][C:9]2[N:14]=[C:13]([C:15]([NH:17][C:18]3[NH:22][C:21]4[CH:23]=[CH:24][CH:25]=[C:26]([C:27](O)=[O:28])[C:20]=4[N:19]=3)=[O:16])[CH:12]=[CH:11][CH:10]=2)[CH:6]=[CH:5][CH:4]=[CH:3][CH:2]=1.CN(C(ON1N=NC2C=CC=CC1=2)=[N+](C)C)C.F[P-](F)(F)(F)(F)F.CCN(C(C)C)C(C)C.Cl.[CH3:64][S:65]([C:68]1[CH:75]=[CH:74][C:71]([CH2:72][NH2:73])=[CH:70][CH:69]=1)(=[O:67])=[O:66]. The catalyst is CN(C=O)C. The product is [CH3:64][S:65]([C:68]1[CH:75]=[CH:74][C:71]([CH2:72][NH:73][C:27]([C:26]2[C:20]3[N:19]=[C:18]([NH:17][C:15]([C:13]4[CH:12]=[CH:11][CH:10]=[C:9]([C:8]#[C:7][C:1]5[CH:6]=[CH:5][CH:4]=[CH:3][CH:2]=5)[N:14]=4)=[O:16])[NH:22][C:21]=3[CH:23]=[CH:24][CH:25]=2)=[O:28])=[CH:70][CH:69]=1)(=[O:66])=[O:67]. The yield is 0.480. (4) The reactants are C1[CH:5]2[C@@H:6]3[CH:10]=[CH:9][C@H:8]([CH:4]2C=C1)[CH2:7]3.[C:11]([O:15][CH3:16])(=[O:14])C=C.C1(C=CC(O)=CC=1)O. No catalyst specified. The product is [CH3:16][O:15][C:11]([C:6]12[CH2:7][CH:8]([CH2:4][CH2:5]1)[CH:9]=[CH:10]2)=[O:14]. The yield is 0.524. (5) The yield is 0.244. The reactants are [F-].[K+].Br[CH:4]([CH2:9][C:10]1[CH:15]=[CH:14][CH:13]=[CH:12][CH:11]=1)[C:5]([O:7]C)=O.[NH2:16][C:17]1[CH:22]=[CH:21][C:20]([N+:23]([O-:25])=[O:24])=[CH:19][C:18]=1[OH:26]. The catalyst is CN(C=O)C. The product is [CH2:9]([CH:4]1[C:5](=[O:7])[NH:16][C:17]2[CH:22]=[CH:21][C:20]([N+:23]([O-:25])=[O:24])=[CH:19][C:18]=2[O:26]1)[C:10]1[CH:15]=[CH:14][CH:13]=[CH:12][CH:11]=1. (6) The reactants are [CH3:1][C:2]([O:5][C:6]([NH:8][CH:9]1[CH2:14][CH2:13][N:12]([CH2:15][CH:16]([C:21]2[C:30]3[C:25](=[CH:26][CH:27]=[C:28]([O:31][CH3:32])[N:29]=3)[N:24]=[CH:23][CH:22]=2)[C:17](OC)=[O:18])[CH2:11][CH2:10]1)=[O:7])([CH3:4])[CH3:3].[H-].[Al+3].[Li+].[H-].[H-].[H-].O.[OH-].[Na+]. The catalyst is O1CCCC1. The product is [OH:18][CH2:17][CH:16]([C:21]1[C:30]2[C:25](=[CH:26][CH:27]=[C:28]([O:31][CH3:32])[N:29]=2)[N:24]=[CH:23][CH:22]=1)[CH2:15][N:12]1[CH2:13][CH2:14][CH:9]([NH:8][C:6](=[O:7])[O:5][C:2]([CH3:3])([CH3:4])[CH3:1])[CH2:10][CH2:11]1. The yield is 0.380. (7) The reactants are [N+:1]([C:4]1[CH:9]=[CH:8][C:7]([C:10]2[N:15]=[C:14]([N:16]3[CH2:21][CH2:20][S:19][CH2:18][CH2:17]3)[N:13]=[C:12]([N:22]3[CH:27]4[CH2:28][CH2:29][CH:23]3[CH2:24][O:25][CH2:26]4)[N:11]=2)=[CH:6][CH:5]=1)([O-])=O.O.O.[Sn](Cl)Cl. The catalyst is N1C=CC=CC=1.CN(C=O)C. The product is [CH:23]12[N:22]([C:12]3[N:13]=[C:14]([N:16]4[CH2:17][CH2:18][S:19][CH2:20][CH2:21]4)[N:15]=[C:10]([C:7]4[CH:8]=[CH:9][C:4]([NH2:1])=[CH:5][CH:6]=4)[N:11]=3)[CH:27]([CH2:28][CH2:29]1)[CH2:26][O:25][CH2:24]2. The yield is 0.500. (8) The reactants are [CH3:1][C:2]1([CH3:16])[C:6]([CH3:8])([CH3:7])[O:5][B:4]([C:9]2[CH:14]=[CH:13][C:12]([OH:15])=[CH:11][CH:10]=2)[O:3]1.C1(P(C2C=CC=CC=2)C2C=CC=CC=2)C=CC=CC=1.O[CH2:37][CH2:38][NH:39][C:40](=[O:46])[O:41][C:42]([CH3:45])([CH3:44])[CH3:43].N(/C(N1CCCCC1)=O)=N\C(N1CCCCC1)=O. The catalyst is O1CCCC1. The product is [C:42]([O:41][C:40](=[O:46])[NH:39][CH2:38][CH2:37][O:15][C:12]1[CH:13]=[CH:14][C:9]([B:4]2[O:3][C:2]([CH3:16])([CH3:1])[C:6]([CH3:7])([CH3:8])[O:5]2)=[CH:10][CH:11]=1)([CH3:45])([CH3:44])[CH3:43]. The yield is 0.400.